This data is from Forward reaction prediction with 1.9M reactions from USPTO patents (1976-2016). The task is: Predict the product of the given reaction. (1) The product is: [C:1]([O:5][C:6]([N:8]1[CH2:27][CH2:26][C:11]2([C:15](=[O:16])[N:14]([CH2:17][C:18]3[CH:19]=[CH:20][C:21]([S:30]([CH3:36])(=[O:32])=[O:29])=[CH:22][CH:23]=3)[CH2:13][CH2:12]2)[CH2:10][CH2:9]1)=[O:7])([CH3:3])([CH3:2])[CH3:4]. Given the reactants [C:1]([O:5][C:6]([N:8]1[CH2:27][CH2:26][C:11]2([C:15](=[O:16])[N:14]([CH2:17][C:18]3[CH:23]=[CH:22][C:21](SC)=[CH:20][CH:19]=3)[CH2:13][CH2:12]2)[CH2:10][CH2:9]1)=[O:7])([CH3:4])([CH3:3])[CH3:2].O[O:29][S:30]([O-:32])=O.[K+].[OH-].[Na+].[CH2:36]1COCC1, predict the reaction product. (2) Given the reactants P(Br)(Br)([Br:3])=O.[C:6]1([C:12]2[C:20]3[C:15](=[N:16][C:17](O)=[CH:18][C:19]=3[C:21]([F:24])([F:23])[F:22])[NH:14][N:13]=2)[CH:11]=[CH:10][CH:9]=[CH:8][CH:7]=1, predict the reaction product. The product is: [Br:3][C:17]1[N:16]=[C:15]2[NH:14][N:13]=[C:12]([C:6]3[CH:11]=[CH:10][CH:9]=[CH:8][CH:7]=3)[C:20]2=[C:19]([C:21]([F:24])([F:23])[F:22])[CH:18]=1.